This data is from Catalyst prediction with 721,799 reactions and 888 catalyst types from USPTO. The task is: Predict which catalyst facilitates the given reaction. (1) Reactant: [OH-].[Na+].[NH2:3][C@@H:4]([C:8]1[CH:13]=[CH:12][CH:11]=[CH:10][CH:9]=1)[C:5]([OH:7])=[O:6].[CH:14]1[CH:19]=[CH:18][C:17]([CH2:20][O:21][C:22](Cl)=[O:23])=[CH:16][CH:15]=1. Product: [CH2:20]([O:21][C:22]([NH:3][C@@H:4]([C:8]1[CH:13]=[CH:12][CH:11]=[CH:10][CH:9]=1)[C:5]([OH:7])=[O:6])=[O:23])[C:17]1[CH:18]=[CH:19][CH:14]=[CH:15][CH:16]=1. The catalyst class is: 6. (2) Reactant: [Cl:1][C:2]1[C:3]2[CH2:14][CH2:13][C:12](=[CH:15][CH2:16][NH2:17])[C:4]=2[C:5]2[C:9]([CH:10]=1)=[N:8][N:7]([CH3:11])[CH:6]=2.C(N(CC)CC)C.[C:25](OC(=O)C)(=[O:27])[CH3:26]. Product: [Cl:1][C:2]1[C:3]2[CH2:14][CH2:13][C:12](=[CH:15][CH2:16][NH:17][C:25](=[O:27])[CH3:26])[C:4]=2[C:5]2[C:9]([CH:10]=1)=[N:8][N:7]([CH3:11])[CH:6]=2. The catalyst class is: 685. (3) Reactant: [CH3:1][C:2]1([CH3:11])[C:6]2([CH3:10])[C:7]([CH2:9][CH:3]1[CH2:4][CH2:5]2)=[O:8].C([N-]C(C)C)(C)C.[Li+].[C:20](=[O:22])=[O:21].C(OCC)C. Product: [CH3:10][C@@:6]12[C:2]([CH3:11])([CH3:1])[C@@H:3]([CH2:4][CH2:5]1)[CH:9]([C:20]([OH:22])=[O:21])[C:7]2=[O:8]. The catalyst class is: 11. (4) Reactant: [NH:1]1[C:5]2[CH:6]=[CH:7][C:8]([NH2:10])=[CH:9][C:4]=2[N:3]=[CH:2]1.[N:11]1([C:17]2[CH:24]=[CH:23][C:20]([CH:21]=O)=[CH:19][CH:18]=2)[CH2:16][CH2:15][CH2:14][CH2:13][CH2:12]1.[Si](C#N)(C)(C)C.[N:31]1([C:36](N2C=CN=C2)=[O:37])C=CN=[CH:32]1. Product: [NH:1]1[C:5]2[CH:6]=[CH:7][C:8]([N:10]3[CH:21]([C:20]4[CH:23]=[CH:24][C:17]([N:11]5[CH2:16][CH2:15][CH2:14][CH2:13][CH2:12]5)=[CH:18][CH:19]=4)[CH2:32][NH:31][C:36]3=[O:37])=[CH:9][C:4]=2[N:3]=[CH:2]1. The catalyst class is: 45. (5) Reactant: I[C:2]1[CH:28]=[CH:27][CH:26]=[CH:25][C:3]=1[CH2:4][C:5]1[S:6][C:7]2[N:8]=[CH:9][N:10]=[C:11]([NH:14][C:15]3[CH:20]=[CH:19][C:18]([C:21]([F:24])([F:23])[F:22])=[CH:17][CH:16]=3)[C:12]=2[N:13]=1.[Cu](C#N)[C:30]#[N:31]. Product: [F:22][C:21]([F:24])([F:23])[C:18]1[CH:19]=[CH:20][C:15]([NH:14][C:11]2[C:12]3[N:13]=[C:5]([CH2:4][C:3]4[CH:25]=[CH:26][CH:27]=[CH:28][C:2]=4[C:30]#[N:31])[S:6][C:7]=3[N:8]=[CH:9][N:10]=2)=[CH:16][CH:17]=1. The catalyst class is: 18. (6) Reactant: P([O-])([O-])([O-])=O.[K+].[K+].[K+].[Cl:9][C:10]1[CH:15]=[CH:14][C:13]([N+:16]([O-:18])=[O:17])=[CH:12][C:11]=1[B-](F)(F)F.[K+].Cl[C:25]1[C:30]2[CH:31]=[CH:32][O:33][C:29]=2[CH:28]=[CH:27][N:26]=1. Product: [Cl:9][C:10]1[CH:15]=[CH:14][C:13]([N+:16]([O-:18])=[O:17])=[CH:12][C:11]=1[C:25]1[C:30]2[CH:31]=[CH:32][O:33][C:29]=2[CH:28]=[CH:27][N:26]=1. The catalyst class is: 109.